This data is from Experimentally validated miRNA-target interactions with 360,000+ pairs, plus equal number of negative samples. The task is: Binary Classification. Given a miRNA mature sequence and a target amino acid sequence, predict their likelihood of interaction. (1) The miRNA is hsa-miR-6825-5p with sequence UGGGGAGGUGUGGAGUCAGCAU. The protein sequence of the target gene is MPKLLQGVITVIDVFYQYATQHGEYDTLNKAELKELLENEFHQILKNPNDPDTVDIILQSLDRDHNKKVDFTEYLLMIFKLVQARNKIIGKDYCQVSGSKLRDDTHQHQEEQEETEKEENKRQESSFSHSSWSAGENDSYSRNVRGSLKPGTESISRRLSFQRDFSGQHNSYSGQSSSYGEQNSDSHQSSGRGQCGSGSGQSPNYGQHGSGSGQSSSNDTHGSGSGQSSGFSQHKSSSGQSSGYSQHGSGSGHSSGYGQHGSRSGQSSRGERHRSSSGSSSSYGQHGSGSRQSLGHGRQG.... Result: 0 (no interaction). (2) The miRNA is dme-miR-7-5p with sequence UGGAAGACUAGUGAUUUUGUUGU. The protein sequence of the target gene is MDLPAVLAAPATRGDQHGGGPSRLRRGAGPSLGAGPGRRRLLLLRGPEDGGPGPRPEEAPGPSPPPPEDGGDSFVVLLEVPRAADTHGQEEAEPDSGASPTEQVPAAAPGAALAGTVTIHNQDLLVRFDRGVFTLAAAPAPAAPSLHPATTPGLEPSSAAASRRGPVAASAGSPAYRCPEPQCALSFAKKHQLKVHLLTHGSLQGRRPFKCPLDGCGWAFTTSYKLKRHLQSHDKLRPFSCPVGGCGKKFTTVYNLKAHMKGHEQESLFKCEVCAERFPTHAKLNSHQRSHFEPERPYKC.... Result: 0 (no interaction). (3) The miRNA is hsa-miR-2909 with sequence GUUAGGGCCAACAUCUCUUGG. The protein sequence of the target gene is MKGCSSYLMYSFGGLLSLWILLVSSTNQCTVRYNVADCSHLKLTHIPDDLPSNITVLNLTHNQLRRLPPTNFTRYSQLAILDAGFNSISKLEPELCQILPLLKVLNLQHNELSQISDQTFVFCTNLTELDLMSNSIHKIKSNPFKNQKNLIKLDLSHNGLSSTKLGTGVQLENLQELLLAKNKILALRSEELEFLGNSSLRKLDLSSNPLKEFSPGCFQTIGKLFALLLNNAQLNPHLTEKLCWELSNTSIQNLSLANNQLLATSESTFSGLKWTNLTQLDLSYNNLHDVGNGSFSYLPS.... Result: 0 (no interaction). (4) The protein sequence of the target gene is MSATSWFLVSSSGARHRLPRELIFVGREECELMLQSRSVDKQHAVINYDQDRDEHWVKDLGSLNGTFVNDMRIPDQKYVTLKLNDVIRFGYDSNMYVLERVQHRVPEEALKHEKYTSQLQVSVKGLAPKRSEALPEHTPYCEASNPRPEKGDRRPGTEAASYRTPLYGQPSWWGEDDGSTLPDAQRQGEPYPERPKGPVQQDGELHGFRAPAEPQGCSFRREPSYFEIPTKETPQPSQPPEVPAHEMPTKDAEAGGGGAAPVVQSHASFTIEFDDCSPGKMKIKDHITKFSLRQRRPPGK.... The miRNA is mmu-miR-28b with sequence AGGAGCUCACAAUCUAUUUAG. Result: 0 (no interaction). (5) Result: 0 (no interaction). The protein sequence of the target gene is MGTTARAALVLTYLAVASAASEGGFTATGQRQLRPEHFQEVGYAAPPSPPLSRSLPMDHPDSSQHGPPFEGQSQVQPPPSQEATPLQQEKLLPAQLPAEKEVGPPLPQEAVPLQKELPSLQHPNEQKEGTPAPFGDQSHPEPESWNAAQHCQQDRSQGGWGHRLDGFPPGRPSPDNLNQICLPNRQHVVYGPWNLPQSSYSHLTRQGETLNFLEIGYSRCCHCRSHTNRLECAKLVWEEAMSRFCEAEFSVKTRPHWCCTRQGEARFSCFQEEAPQPHYQLRACPSHQPDISSGLELPFP.... The miRNA is hsa-miR-548ah-5p with sequence AAAAGUGAUUGCAGUGUUUG.